From a dataset of Forward reaction prediction with 1.9M reactions from USPTO patents (1976-2016). Predict the product of the given reaction. (1) Given the reactants [N:1]([CH2:4][C:5]1[CH:10]=[CH:9][CH:8]=[C:7]([C:11]([OH:14])([CH3:13])[CH3:12])[N:6]=1)=[N+]=[N-], predict the reaction product. The product is: [OH:14][C:11]([C:7]1[N:6]=[C:5]([CH2:4][NH2:1])[CH:10]=[CH:9][CH:8]=1)([CH3:13])[CH3:12]. (2) Given the reactants CN([CH2:12][CH2:13][N:14]1[C:23]2[C:18](=[CH:19][C:20]([NH:24][C:25]([C:27]3[S:28][CH:29]=[CH:30][CH:31]=3)=[NH:26])=[CH:21][CH:22]=2)[CH2:17][CH2:16][C:15]1=O)C(=O)OC1C=CC=CC=1.NC1C=[C:36]2[C:41](=CC=1)[N:40]([CH2:44]CN(C)C(=O)OC1C=CC=CC=1)[C:39](=O)[CH2:38]C2, predict the reaction product. The product is: [CH3:44][N:40]1[CH2:41][CH2:36][CH:15]([N:14]2[CH2:13][CH2:12][CH2:16][CH2:17][C:18]3[CH:19]=[C:20]([NH:24][C:25]([C:27]4[S:28][CH:29]=[CH:30][CH:31]=4)=[NH:26])[CH:21]=[CH:22][C:23]2=3)[CH2:38][CH2:39]1.